This data is from Forward reaction prediction with 1.9M reactions from USPTO patents (1976-2016). The task is: Predict the product of the given reaction. (1) Given the reactants [NH2:1][C:2]1[C:7]([CH2:8][OH:9])=[CH:6][C:5](Br)=[CH:4][N:3]=1.B1(B2OC(C)(C)C(C)(C)O2)OC(C)(C)C(C)(C)O1.CC([O-])=O.[K+].Br[C:35]1[CH:60]=[CH:59][C:38]2[N:39]([C:55]([CH3:58])([CH3:57])[CH3:56])[C:40]([C:42]3[CH:47]=[C:46]([O:48][CH3:49])[CH:45]=[CH:44][C:43]=3[N:50]3[CH:54]=[CH:53][CH:52]=[N:51]3)=[N:41][C:37]=2[CH:36]=1, predict the reaction product. The product is: [NH2:1][C:2]1[C:7]([CH2:8][OH:9])=[CH:6][C:5]([C:35]2[CH:60]=[CH:59][C:38]3[N:39]([C:55]([CH3:56])([CH3:58])[CH3:57])[C:40]([C:42]4[CH:47]=[C:46]([O:48][CH3:49])[CH:45]=[CH:44][C:43]=4[N:50]4[CH:54]=[CH:53][CH:52]=[N:51]4)=[N:41][C:37]=3[CH:36]=2)=[CH:4][N:3]=1. (2) Given the reactants [OH:1][CH:2]1[CH2:7][CH2:6][CH:5]([NH:8][C:9](=[O:19])[CH2:10]P(=O)(OCC)OCC)[CH2:4][CH2:3]1.[Cl:20][C:21]1[CH:26]=[CH:25][CH:24]=[CH:23][C:22]=1[S:27][C:28]1[N:35]=[CH:34][CH:33]=[CH:32][C:29]=1[CH:30]=O, predict the reaction product. The product is: [Cl:20][C:21]1[CH:26]=[CH:25][CH:24]=[CH:23][C:22]=1[S:27][C:28]1[C:29](/[CH:30]=[CH:10]/[C:9]([NH:8][CH:5]2[CH2:4][CH2:3][CH:2]([OH:1])[CH2:7][CH2:6]2)=[O:19])=[CH:32][CH:33]=[CH:34][N:35]=1. (3) Given the reactants Cl.[CH3:2][C:3]1[CH:17]=[CH:16][C:6]([C:7]([NH:9][CH2:10][CH:11](N)[CH:12](C)C)=[O:8])=[CH:5][CH:4]=1.[CH2:18]([N:20](CC)CC)C.Cl[C:26]([O:28][CH2:29][C:30]([Cl:33])([Cl:32])[Cl:31])=[O:27].Cl[CH2:35]Cl, predict the reaction product. The product is: [Cl:31][C:30]([Cl:33])([Cl:32])[CH2:29][O:28][C:26]([NH:20][CH2:18][CH:10]([NH:9][C:7](=[O:8])[C:6]1[CH:5]=[CH:4][C:3]([CH3:2])=[CH:17][CH:16]=1)[CH:11]([CH3:12])[CH3:35])=[O:27].